From a dataset of Reaction yield outcomes from USPTO patents with 853,638 reactions. Predict the reaction yield, written as a fraction of the theoretical maximum amount of product (1.0 means a 100% yield; for example, 0.34 means a 34% yield). (1) The reactants are [NH2:1][C:2]1[C:7]([CH3:8])=[CH:6][C:5]([C:9]2[NH:18][C:17](=[O:19])[C:16]3[C:11](=[CH:12][C:13]([O:22][CH3:23])=[CH:14][C:15]=3[O:20][CH3:21])[N:10]=2)=[CH:4][C:3]=1[CH3:24].[CH:25]([N:28]([CH:31](C)C)[CH2:29]C)(C)C.CS(Cl)(=O)=O. The catalyst is CN(C=O)C.CCOC(C)=O. The product is [CH3:21][O:20][C:15]1[CH:14]=[C:13]([O:22][CH3:23])[CH:12]=[C:11]2[C:16]=1[C:17](=[O:19])[NH:18][C:9]([C:5]1[CH:6]=[C:7]([CH3:8])[C:2](/[N:1]=[CH:25]/[N:28]([CH3:31])[CH3:29])=[C:3]([CH3:24])[CH:4]=1)=[N:10]2. The yield is 0.450. (2) The reactants are [F:1][C:2]([F:14])([F:13])[O:3][C:4]1[CH:12]=[CH:11][C:7]([C:8]([OH:10])=O)=[CH:6][CH:5]=1.CN(C(ON1N=NC2C=CC=NC1=2)=[N+](C)C)C.F[P-](F)(F)(F)(F)F.CCN(C(C)C)C(C)C.[NH2:48][C:49]([CH3:65])([CH2:52][O:53][C:54]1[CH:55]=[CH:56][C:57]2[CH2:61][O:60][B:59]([OH:62])[C:58]=2[C:63]=1[CH3:64])[C:50]#[N:51]. The catalyst is CN(C=O)C. The product is [C:50]([C:49]([NH:48][C:8](=[O:10])[C:7]1[CH:6]=[CH:5][C:4]([O:3][C:2]([F:1])([F:14])[F:13])=[CH:12][CH:11]=1)([CH3:65])[CH2:52][O:53][C:54]1[CH:55]=[CH:56][C:57]2[CH2:61][O:60][B:59]([OH:62])[C:58]=2[C:63]=1[CH3:64])#[N:51]. The yield is 0.350. (3) The reactants are [Cl:1][C:2]1[C:3]([S:17][C:18]2[CH:19]=[C:20]([CH3:24])[CH:21]=[CH:22][CH:23]=2)=[CH:4][C:5]2[N:9]=[CH:8][N:7]([CH2:10][O:11][CH2:12][CH2:13][O:14][CH3:15])[C:6]=2[CH:16]=1.C([N-]C(C)C)(C)C.[Li+].[Cl:33]N1C(=O)CCC1=O.[NH4+].[Cl-]. The catalyst is C1COCC1.CCCCCCC.C(C1C=CC=CC=1)C.C1COCC1. The product is [Cl:33][C:8]1[N:7]([CH2:10][O:11][CH2:12][CH2:13][O:14][CH3:15])[C:6]2[CH:16]=[C:2]([Cl:1])[C:3]([S:17][C:18]3[CH:19]=[C:20]([CH3:24])[CH:21]=[CH:22][CH:23]=3)=[CH:4][C:5]=2[N:9]=1. The yield is 0.710. (4) The reactants are [NH3:1].[CH:2]1([C:7]2[N:12]=[C:11]([CH2:13][C:14]3[CH:19]=[CH:18][C:17]([CH2:20][C:21]([O:23]C)=O)=[CH:16][CH:15]=3)[CH:10]=[C:9]([CH2:25][CH3:26])[N:8]=2)[CH2:6][CH2:5][CH2:4][CH2:3]1. No catalyst specified. The product is [CH:2]1([C:7]2[N:12]=[C:11]([CH2:13][C:14]3[CH:15]=[CH:16][C:17]([CH2:20][C:21]([NH2:1])=[O:23])=[CH:18][CH:19]=3)[CH:10]=[C:9]([CH2:25][CH3:26])[N:8]=2)[CH2:6][CH2:5][CH2:4][CH2:3]1. The yield is 0.590.